Predict the product of the given reaction. From a dataset of Forward reaction prediction with 1.9M reactions from USPTO patents (1976-2016). Given the reactants [NH2:1][C:2]1[CH:7]=[CH:6][CH:5]=[CH:4][CH:3]=1.C(N(CC)CC)C.[CH3:15][O:16][C:17](=[O:41])[CH2:18][N:19]1[C:27]2[C:22](=[CH:23][C:24]([F:28])=[CH:25][CH:26]=2)[C:21]([CH2:29][C:30]2[CH:35]=[CH:34][CH:33]=[CH:32][C:31]=2[S:36](Cl)(=[O:38])=[O:37])=[C:20]1[CH3:40], predict the reaction product. The product is: [CH3:15][O:16][C:17](=[O:41])[CH2:18][N:19]1[C:27]2[C:22](=[CH:23][C:24]([F:28])=[CH:25][CH:26]=2)[C:21]([CH2:29][C:30]2[CH:35]=[CH:34][CH:33]=[CH:32][C:31]=2[S:36](=[O:38])(=[O:37])[NH:1][C:2]2[CH:7]=[CH:6][CH:5]=[CH:4][CH:3]=2)=[C:20]1[CH3:40].